From a dataset of Full USPTO retrosynthesis dataset with 1.9M reactions from patents (1976-2016). Predict the reactants needed to synthesize the given product. (1) Given the product [Cl:23][C:22]1[C:17]2[NH:16][CH:15]=[C:14]([C@H:8]3[C@H:9]([OH:10])[C@H:5]([OH:4])[C@@H:6]([CH2:31][OH:32])[N:7]3[C:24]([O:26][C:27]([CH3:30])([CH3:29])[CH3:28])=[O:25])[C:18]=2[N:19]=[CH:20][N:21]=1, predict the reactants needed to synthesize it. The reactants are: C([O:4][C@H:5]1[C@@H:9]([O:10]C(=O)C)[C@H:8]([C:14]2[C:18]3[N:19]=[CH:20][N:21]=[C:22]([Cl:23])[C:17]=3[NH:16][CH:15]=2)[N:7]([C:24]([O:26][C:27]([CH3:30])([CH3:29])[CH3:28])=[O:25])[C@@H:6]1[CH2:31][O:32]C(=O)C)(=O)C.C[O-].[Na+]. (2) Given the product [NH2:21][CH:5]([C:4]1[CH:7]=[CH:8][C:9]([O:10][C:11]([F:14])([F:13])[F:12])=[C:2]([F:1])[CH:3]=1)[C:17]#[N:18], predict the reactants needed to synthesize it. The reactants are: [F:1][C:2]1[CH:3]=[C:4]([CH:7]=[CH:8][C:9]=1[O:10][C:11]([F:14])([F:13])[F:12])[CH:5]=O.C[Si](C)(C)[C:17]#[N:18].[NH3:21].CO.